Dataset: Forward reaction prediction with 1.9M reactions from USPTO patents (1976-2016). Task: Predict the product of the given reaction. (1) The product is: [C:66](=[N:79][NH:80][C:42]1[CH:47]=[C:46]([C:48]([CH3:51])([CH3:50])[CH3:49])[CH:45]=[C:44]([C:52]([CH3:55])([CH3:54])[CH3:53])[CH:43]=1)([C:73]1[CH:74]=[CH:75][CH:76]=[CH:77][CH:78]=1)[C:67]1[CH:72]=[CH:71][CH:70]=[CH:69][CH:68]=1. Given the reactants C1(P(C2CCCCC2)C2C=CC=CC=2C2C(C(C)C)=CC(C(C)C)=CC=2C(C)C)CCCCC1.C(O)(CC)(C)C.Br[C:42]1[CH:47]=[C:46]([C:48]([CH3:51])([CH3:50])[CH3:49])[CH:45]=[C:44]([C:52]([CH3:55])([CH3:54])[CH3:53])[CH:43]=1.C[Si]([N-][Si](C)(C)C)(C)C.[Li+].[C:66](=[N:79][NH2:80])([C:73]1[CH:78]=[CH:77][CH:76]=[CH:75][CH:74]=1)[C:67]1[CH:72]=[CH:71][CH:70]=[CH:69][CH:68]=1, predict the reaction product. (2) The product is: [CH3:31][CH:2]([CH3:1])[CH2:3][CH:4]([C:17]1[CH:18]=[CH:19][C:20]([C:21]([NH:23][CH2:24][CH2:25][C:26]([OH:28])=[O:27])=[O:22])=[CH:29][CH:30]=1)[NH:5][C:6]1[CH:7]=[N:8][C:9]2[C:14]([CH:15]=1)=[CH:13][C:12]([CH3:33])=[CH:11][CH:10]=2. Given the reactants [CH3:1][CH:2]([CH3:31])[CH2:3][CH:4]([C:17]1[CH:30]=[CH:29][C:20]([C:21]([NH:23][CH2:24][CH2:25][C:26]([OH:28])=[O:27])=[O:22])=[CH:19][CH:18]=1)[NH:5][C:6]1[CH:7]=[N:8][C:9]2[C:14]([CH:15]=1)=[CH:13][CH:12]=[CH:11][C:10]=2C.Br[C:33]1C=NC2C(C=1)=CC(C)=CC=2, predict the reaction product. (3) Given the reactants N1C(CN(C)[C@@H]2C3N=CC=CC=3CCC2)=CN2C=CC=CC=12.C(NCC)C.[CH3:28][N:29]([CH2:40][C:41]1[N:42]=[C:43]2[CH:48]=[CH:47][CH:46]=[CH:45][N:44]2[C:49]=1[CH2:50][N:51]1[CH2:56][CH2:55]O[CH2:53][CH2:52]1)[C@@H:30]1[C:39]2[N:38]=[CH:37][CH:36]=[CH:35][C:34]=2[CH2:33][CH2:32][CH2:31]1, predict the reaction product. The product is: [CH2:52]([N:51]([CH2:50][C:49]1[N:44]2[CH:45]=[CH:46][CH:47]=[CH:48][C:43]2=[N:42][C:41]=1[CH2:40][N:29]([CH3:28])[C@@H:30]1[C:39]2[N:38]=[CH:37][CH:36]=[CH:35][C:34]=2[CH2:33][CH2:32][CH2:31]1)[CH2:56][CH3:55])[CH3:53]. (4) The product is: [CH3:1][CH:2]([CH2:17][CH2:18][CH:19]=[C:20]([CH3:21])[CH3:22])[CH2:3][CH2:4][O:5][C:6](=[O:16])[CH:7]=[CH:8][C:9]1[CH:14]=[CH:13][CH:12]=[CH:11][C:10]=1[O:15][C:30]([O:32][CH2:33][CH2:34][CH:35]([CH3:36])[CH2:37][CH2:38][CH:39]=[C:40]([CH3:42])[CH3:41])=[O:31]. Given the reactants [CH3:1][CH:2]([CH2:17][CH2:18][CH:19]=[C:20]([CH3:22])[CH3:21])[CH2:3][CH2:4][O:5][C:6](=[O:16])[CH:7]=[CH:8][C:9]1[CH:14]=[CH:13][CH:12]=[CH:11][C:10]=1[OH:15].N1C=CC=CC=1.Cl[C:30]([O:32][CH2:33][CH2:34][CH:35]([CH2:37][CH2:38][CH:39]=[C:40]([CH3:42])[CH3:41])[CH3:36])=[O:31], predict the reaction product. (5) Given the reactants [Cl-].O[NH3+:3].[C:4](=[O:7])([O-])[OH:5].[Na+].CS(C)=O.[F:13][C:14]1[CH:15]=[C:16]([C:44]2[C:45]([C:50]#[N:51])=[CH:46][CH:47]=[CH:48][CH:49]=2)[CH:17]=[CH:18][C:19]=1[CH2:20][C:21]1[C:22](=[O:43])[N:23]([C@H:33]2[CH2:36][C@@H:35]([O:37][CH2:38][C:39]([OH:42])([CH3:41])[CH3:40])[CH2:34]2)[C:24]2[N:25]([N:30]=[CH:31][N:32]=2)[C:26]=1[CH2:27][CH2:28][CH3:29], predict the reaction product. The product is: [F:13][C:14]1[CH:15]=[C:16]([C:44]2[CH:49]=[CH:48][CH:47]=[CH:46][C:45]=2[C:50]2[NH:3][C:4](=[O:7])[O:5][N:51]=2)[CH:17]=[CH:18][C:19]=1[CH2:20][C:21]1[C:22](=[O:43])[N:23]([C@H:33]2[CH2:36][C@@H:35]([O:37][CH2:38][C:39]([OH:42])([CH3:40])[CH3:41])[CH2:34]2)[C:24]2[N:25]([N:30]=[CH:31][N:32]=2)[C:26]=1[CH2:27][CH2:28][CH3:29]. (6) Given the reactants [Cl:1][C:2]1[CH:14]=[CH:13][C:5]([CH2:6][NH:7][C:8](=[O:12])[CH:9]([CH3:11])[CH3:10])=[CH:4][C:3]=1[N:15]1[C:19](=[O:20])[NH:18][C:17]([C:21]2[CH:26]=[CH:25][C:24](I)=[C:23]([F:28])[CH:22]=2)=[N:16]1.[CH3:29][C:30]([CH3:34])([CH3:33])[C:31]#[CH:32].CCCC[N+](CCCC)(CCCC)CCCC.[F-], predict the reaction product. The product is: [Cl:1][C:2]1[CH:14]=[CH:13][C:5]([CH2:6][NH:7][C:8](=[O:12])[CH:9]([CH3:11])[CH3:10])=[CH:4][C:3]=1[N:15]1[C:19](=[O:20])[NH:18][C:17]([C:21]2[CH:26]=[CH:25][C:24]([C:32]#[C:31][C:30]([CH3:34])([CH3:33])[CH3:29])=[C:23]([F:28])[CH:22]=2)=[N:16]1. (7) Given the reactants [O-]CC.[Na+].[NH2:5][C:6]1[N:10]([C:11]2[C:16]([Cl:17])=[CH:15][C:14]([C:18]([F:21])([F:20])[F:19])=[CH:13][C:12]=2[Cl:22])[N:9]=[C:8]([CH:23]=[N:24][OH:25])[C:7]=1[S:26]([CH3:28])=[O:27].I[CH:30]([CH3:32])[CH3:31], predict the reaction product. The product is: [CH:30]([O:25][N:24]=[CH:23][C:8]1[C:7]([S:26]([CH3:28])=[O:27])=[C:6]([NH2:5])[N:10]([C:11]2[C:16]([Cl:17])=[CH:15][C:14]([C:18]([F:21])([F:20])[F:19])=[CH:13][C:12]=2[Cl:22])[N:9]=1)([CH3:32])[CH3:31]. (8) Given the reactants Br[C:2]1[CH:3]=[C:4]([C:8]2[N:13]=[C:12]([C:14]3[CH:19]=[CH:18][C:17]([Cl:20])=[C:16]([Cl:21])[CH:15]=3)[CH:11]=[C:10]([CH3:22])[N:9]=2)[CH:5]=[CH:6][CH:7]=1.[NH2:23][C:24]1[CH:29]=[CH:28][C:27](B2OC(C)(C)C(C)(C)O2)=[CH:26][N:25]=1, predict the reaction product. The product is: [Cl:21][C:16]1[CH:15]=[C:14]([C:12]2[CH:11]=[C:10]([CH3:22])[N:9]=[C:8]([C:4]3[CH:3]=[C:2]([C:27]4[CH:28]=[CH:29][C:24]([NH2:23])=[N:25][CH:26]=4)[CH:7]=[CH:6][CH:5]=3)[N:13]=2)[CH:19]=[CH:18][C:17]=1[Cl:20].